Dataset: Forward reaction prediction with 1.9M reactions from USPTO patents (1976-2016). Task: Predict the product of the given reaction. (1) Given the reactants I[C:2]1[C:10]2[C:5](=[CH:6][CH:7]=[C:8]([CH:11]=[O:12])[CH:9]=2)[NH:4][N:3]=1.[N:13]1[CH:18]=[CH:17][C:16](B(O)O)=[CH:15][CH:14]=1.C([O-])([O-])=O.[Na+].[Na+].N#N, predict the reaction product. The product is: [N:13]1[CH:18]=[CH:17][C:16]([C:2]2[C:10]3[C:5](=[CH:6][CH:7]=[C:8]([CH:11]=[O:12])[CH:9]=3)[NH:4][N:3]=2)=[CH:15][CH:14]=1. (2) Given the reactants FC(F)(F)C(O)=O.[O:8]=[C:9]1[CH:18]([CH:19]2[CH2:24][CH2:23][N:22](C(OC(C)(C)C)=O)[CH2:21][CH2:20]2)[CH2:17][C:16]2[C:11](=[CH:12][CH:13]=[CH:14][CH:15]=2)[NH:10]1, predict the reaction product. The product is: [NH:22]1[CH2:21][CH2:20][CH:19]([CH:18]2[CH2:17][C:16]3[C:11](=[CH:12][CH:13]=[CH:14][CH:15]=3)[NH:10][C:9]2=[O:8])[CH2:24][CH2:23]1. (3) Given the reactants [C:1]([O:5][C:6]([N:8]1[C:16]2[C:11](=[C:12]([CH3:17])[CH:13]=[CH:14][CH:15]=2)[CH:10]=[CH:9]1)=[O:7])([CH3:4])([CH3:3])[CH3:2].[B:18](OC(C)C)([O:23]C(C)C)[O:19]C(C)C.C(NC(C)C)(C)C.[Li].Cl, predict the reaction product. The product is: [C:1]([O:5][C:6]([N:8]1[C:16]2[C:11](=[C:12]([CH3:17])[CH:13]=[CH:14][CH:15]=2)[CH:10]=[C:9]1[B:18]([OH:23])[OH:19])=[O:7])([CH3:4])([CH3:3])[CH3:2]. (4) Given the reactants [OH-].[K+].[CH2:3]([O:10][C:11]1[CH:16]=[CH:15][CH:14]=[CH:13][C:12]=1[C:17]1[N:18]([CH2:36][C@@:37]23[CH2:45][CH2:44][CH2:43][N:38]2C(=O)[O:40][CH2:41]3)[C:19]2[C:24]([C:25]=1[CH:26]1[CH2:31][CH2:30][CH2:29][CH2:28][CH2:27]1)=[CH:23][CH:22]=[C:21]([C:32]([O:34][CH3:35])=[O:33])[CH:20]=2)[C:4]1[CH:9]=[CH:8][CH:7]=[CH:6][CH:5]=1.[Si](C=[N+]=[N-])(C)(C)C, predict the reaction product. The product is: [CH2:3]([O:10][C:11]1[CH:16]=[CH:15][CH:14]=[CH:13][C:12]=1[C:17]1[N:18]([CH2:36][C@@:37]2([CH2:41][OH:40])[CH2:45][CH2:44][CH2:43][NH:38]2)[C:19]2[C:24]([C:25]=1[CH:26]1[CH2:27][CH2:28][CH2:29][CH2:30][CH2:31]1)=[CH:23][CH:22]=[C:21]([C:32]([O:34][CH3:35])=[O:33])[CH:20]=2)[C:4]1[CH:5]=[CH:6][CH:7]=[CH:8][CH:9]=1.